Dataset: Forward reaction prediction with 1.9M reactions from USPTO patents (1976-2016). Task: Predict the product of the given reaction. The product is: [ClH:40].[ClH:40].[NH:24]1[CH2:23][CH2:22][CH:21]([N:11]2[CH2:12][CH2:13][N:14]([C:15](=[O:20])[C:16]([F:19])([F:18])[F:17])[CH:9]([C:7]([N:1]3[CH2:2][CH2:3][O:4][CH2:5][CH2:6]3)=[O:8])[CH2:10]2)[CH2:26][CH2:25]1. Given the reactants [N:1]1([C:7]([CH:9]2[N:14]([C:15](=[O:20])[C:16]([F:19])([F:18])[F:17])[CH2:13][CH2:12][N:11]([CH:21]3[CH2:26][CH2:25][N:24](C(OC(C)(C)C)=O)[CH2:23][CH2:22]3)[CH2:10]2)=[O:8])[CH2:6][CH2:5][O:4][CH2:3][CH2:2]1.C(OCC)(=O)C.[ClH:40], predict the reaction product.